Dataset: Forward reaction prediction with 1.9M reactions from USPTO patents (1976-2016). Task: Predict the product of the given reaction. Given the reactants [OH:1][C:2]1[CH:7]=[CH:6][C:5]([CH:8]2[CH2:13][CH2:12][C:11](=[O:14])[CH2:10][CH2:9]2)=[CH:4][CH:3]=1.[C:15]([O-])([O-])=O.[K+].[K+].IC, predict the reaction product. The product is: [CH3:15][O:1][C:2]1[CH:3]=[CH:4][C:5]([CH:8]2[CH2:9][CH2:10][C:11](=[O:14])[CH2:12][CH2:13]2)=[CH:6][CH:7]=1.